From a dataset of Peptide-MHC class II binding affinity with 134,281 pairs from IEDB. Regression. Given a peptide amino acid sequence and an MHC pseudo amino acid sequence, predict their binding affinity value. This is MHC class II binding data. (1) The binding affinity (normalized) is 0.200. The peptide sequence is SSSSSLLAMAVLAAL. The MHC is DRB5_0101 with pseudo-sequence DRB5_0101. (2) The peptide sequence is TTPFGQQRVFKEKVD. The MHC is DRB1_1101 with pseudo-sequence DRB1_1101. The binding affinity (normalized) is 0.418. (3) The peptide sequence is KGLMNIALAISAQQVN. The MHC is DRB1_0701 with pseudo-sequence DRB1_0701. The binding affinity (normalized) is 0.513. (4) The binding affinity (normalized) is 0.756. The peptide sequence is LLMRRMRRPTGKVTL. The MHC is DRB1_0404 with pseudo-sequence DRB1_0404. (5) The peptide sequence is SIVYEAADAILHTPGCVPCV. The MHC is DRB1_0701 with pseudo-sequence DRB1_0701. The binding affinity (normalized) is 0.516. (6) The peptide sequence is RVIRGKKGAGGITIK. The MHC is HLA-DQA10201-DQB10202 with pseudo-sequence HLA-DQA10201-DQB10202. The binding affinity (normalized) is 0.108. (7) The peptide sequence is QEVFKAIQSLKTTEV. The MHC is DRB1_0301 with pseudo-sequence DRB1_0301. The binding affinity (normalized) is 0.177. (8) The peptide sequence is LDGALKAKQSAESKLEG. The MHC is DRB1_1101 with pseudo-sequence DRB1_1101. The binding affinity (normalized) is 0.259.